Dataset: Forward reaction prediction with 1.9M reactions from USPTO patents (1976-2016). Task: Predict the product of the given reaction. (1) Given the reactants [N+:1]([C:4]1[CH:5]=[C:6]2[C:11](=[CH:12][CH:13]=1)[O:10][C:9](=[O:14])[CH:8]=[CH:7]2)([O-])=O.[C:15]([O:19][C:20](O[C:20]([O:19][C:15]([CH3:18])([CH3:17])[CH3:16])=[O:21])=[O:21])([CH3:18])([CH3:17])[CH3:16], predict the reaction product. The product is: [C:15]([O:19][C:20]([NH:1][C:4]1[CH:5]=[C:6]2[C:11](=[CH:12][CH:13]=1)[O:10][C:9](=[O:14])[CH2:8][CH2:7]2)=[O:21])([CH3:18])([CH3:17])[CH3:16]. (2) Given the reactants [C:1]([O:5][CH2:6][CH2:7][O:8][CH2:9][CH2:10][O:11][CH2:12][CH2:13][O:14][CH2:15][CH2:16][N:17]1C(=O)C2C(=CC=CC=2)C1=O)([CH3:4])([CH3:3])[CH3:2].O1CCCC1.CN, predict the reaction product. The product is: [C:1]([O:5][CH2:6][CH2:7][O:8][CH2:9][CH2:10][O:11][CH2:12][CH2:13][O:14][CH2:15][CH2:16][NH2:17])([CH3:4])([CH3:3])[CH3:2].